Dataset: NCI-60 drug combinations with 297,098 pairs across 59 cell lines. Task: Regression. Given two drug SMILES strings and cell line genomic features, predict the synergy score measuring deviation from expected non-interaction effect. Drug 1: CC1=C(N=C(N=C1N)C(CC(=O)N)NCC(C(=O)N)N)C(=O)NC(C(C2=CN=CN2)OC3C(C(C(C(O3)CO)O)O)OC4C(C(C(C(O4)CO)O)OC(=O)N)O)C(=O)NC(C)C(C(C)C(=O)NC(C(C)O)C(=O)NCCC5=NC(=CS5)C6=NC(=CS6)C(=O)NCCC[S+](C)C)O. Drug 2: CC(C)NC(=O)C1=CC=C(C=C1)CNNC.Cl. Cell line: ACHN. Synergy scores: CSS=53.0, Synergy_ZIP=-0.433, Synergy_Bliss=-1.53, Synergy_Loewe=-17.7, Synergy_HSA=-1.37.